Dataset: Full USPTO retrosynthesis dataset with 1.9M reactions from patents (1976-2016). Task: Predict the reactants needed to synthesize the given product. (1) Given the product [F:1][C:2]1([F:17])[C:7]([F:9])([F:8])[C:6]([F:10])([F:11])[C:5]([F:12])([F:13])[C:4]([F:14])([F:15])[C:3]1([C:19]([Cl:24])([Cl:23])[Cl:18])[OH:16], predict the reactants needed to synthesize it. The reactants are: [F:1][C:2]1([F:17])[C:7]([F:9])([F:8])[C:6]([F:11])([F:10])[C:5]([F:13])([F:12])[C:4]([F:15])([F:14])[C:3]1=[O:16].[Cl:18][C:19]([Cl:24])([Cl:23])C(O)=O. (2) Given the product [Cl:11][C:10]1[CH:9]=[CH:8][CH:7]=[C:3]2[C:2]=1[N:1]=[C:13]([OH:14])[N:12]=[C:4]2[OH:5], predict the reactants needed to synthesize it. The reactants are: [NH2:1][C:2]1[C:10]([Cl:11])=[CH:9][CH:8]=[CH:7][C:3]=1[C:4](O)=[O:5].[NH2:12][C:13](N)=[O:14]. (3) Given the product [O:17]=[CH:18][C@@H:19]([C@H:21]([C@@H:23]([C@@H:25]([CH2:27][OH:28])[OH:26])[OH:24])[OH:22])[OH:20], predict the reactants needed to synthesize it. The reactants are: CC1C2NC3C(C=2C(C)=NC=1N)=CC=CC=3.[O:17]=[CH:18][C@@H:19]([C@H:21]([C@@H:23]([C@@H:25]([CH2:27][OH:28])[OH:26])[OH:24])[OH:22])[OH:20].N[C@H](C(O)=O)CC1C2C(=CC=CC=2)NC=1.OP([O-])(O)=O.[K+].O.O.O.O.O.O.O.[O-]S([O-])(=O)=O.[Mg+2].[Cl-].[Cl-].[Ca+2]. (4) Given the product [CH2:1]([O:3][C:4](=[O:28])[CH2:5][C:6]1[CH:7]=[C:8]([C:14]2[CH:19]=[CH:18][C:17]([C:20]([F:23])([F:21])[F:22])=[CH:16][C:15]=2[CH2:24][N:25]([CH2:26][CH3:27])[C:30]2[O:31][C:32]3[CH:38]=[CH:37][C:36]([CH3:39])=[CH:35][C:33]=3[N:34]=2)[C:9]([O:12][CH3:13])=[CH:10][CH:11]=1)[CH3:2], predict the reactants needed to synthesize it. The reactants are: [CH2:1]([O:3][C:4](=[O:28])[CH2:5][C:6]1[CH:7]=[C:8]([C:14]2[CH:19]=[CH:18][C:17]([C:20]([F:23])([F:22])[F:21])=[CH:16][C:15]=2[CH2:24][NH:25][CH2:26][CH3:27])[C:9]([O:12][CH3:13])=[CH:10][CH:11]=1)[CH3:2].Cl[C:30]1[O:31][C:32]2[CH:38]=[CH:37][C:36]([CH3:39])=[CH:35][C:33]=2[N:34]=1.C(N(C(C)C)CC)(C)C. (5) Given the product [Br:1][C:2]1[CH:3]=[CH:4][C:5]2[CH:11]3[CH2:12][CH:9]([CH2:10]3)[N:8]3[C:13]([CH2:20][C:21]4[N:25]([CH3:26])[N:24]=[CH:23][CH:22]=4)=[C:14]([C:16]([NH2:33])=[O:18])[N:15]=[C:7]3[C:6]=2[CH:27]=1, predict the reactants needed to synthesize it. The reactants are: [Br:1][C:2]1[CH:3]=[CH:4][C:5]2[CH:11]3[CH2:12][CH:9]([CH2:10]3)[N:8]3[C:13]([CH2:20][C:21]4[N:25]([CH3:26])[N:24]=[CH:23][CH:22]=4)=[C:14]([C:16]([O:18]C)=O)[N:15]=[C:7]3[C:6]=2[CH:27]=1.C[O-].[Na+].C([NH2:33])=O. (6) Given the product [CH3:1][Si:2]([C:5]1([Si:11]([CH3:14])([CH3:13])[CH3:12])[CH:9]=[CH:8][CH:7]=[CH:6]1)([CH3:4])[CH3:3], predict the reactants needed to synthesize it. The reactants are: [CH3:1][Si:2]([C:5]1[CH2:9][CH:8]=[CH:7][CH:6]=1)([CH3:4])[CH3:3].Cl[Si:11]([CH3:14])([CH3:13])[CH3:12].CO.Cl. (7) Given the product [Cl:23][CH2:22][CH2:21][CH2:20][O:1][C:2]1[CH:3]=[CH:4][C:5]([N:8]2[CH:12]=[CH:11][CH:10]=[CH:9]2)=[CH:6][CH:7]=1, predict the reactants needed to synthesize it. The reactants are: [OH:1][C:2]1[CH:7]=[CH:6][C:5]([N:8]2[CH:12]=[CH:11][CH:10]=[CH:9]2)=[CH:4][CH:3]=1.C(=O)([O-])[O-].[K+].[K+].Br[CH2:20][CH2:21][CH2:22][Cl:23]. (8) Given the product [N+:21]([C:6]1[CH:5]=[C:4]2[C:9](=[CH:8][CH:7]=1)[CH2:1][CH:2]([CH2:10][NH:11][C:12](=[O:15])[CH2:13][CH3:14])[CH2:3]2)([O-:23])=[O:22], predict the reactants needed to synthesize it. The reactants are: [CH2:1]1[C:9]2[C:4](=[CH:5][CH:6]=[CH:7][CH:8]=2)[CH2:3][CH:2]1[CH2:10][NH:11][C:12](=[O:15])[CH2:13][CH3:14].OS(O)(=O)=O.[N+:21]([O-])([OH:23])=[O:22].O. (9) Given the product [CH2:1]([O:8][C:9]1[CH:18]=[CH:17][C:16]([CH3:19])=[C:15]2[C:10]=1[CH2:11][CH2:12][CH2:13][CH:14]2[C:20]([NH:23][C:24]1[CH:29]=[N:28][C:27]([CH:30]([CH3:32])[CH3:31])=[CH:26][CH:25]=1)=[O:22])[C:2]1[CH:7]=[CH:6][CH:5]=[CH:4][CH:3]=1, predict the reactants needed to synthesize it. The reactants are: [CH2:1]([O:8][C:9]1[CH:18]=[CH:17][C:16]([CH3:19])=[C:15]2[C:10]=1[CH2:11][CH2:12][CH2:13][CH:14]2[C:20]([OH:22])=O)[C:2]1[CH:7]=[CH:6][CH:5]=[CH:4][CH:3]=1.[NH2:23][C:24]1[CH:25]=[CH:26][C:27]([CH:30]([CH3:32])[CH3:31])=[N:28][CH:29]=1. (10) Given the product [F:38][C:36]1[CH:35]=[C:34]([F:39])[CH:33]=[C:32]2[C:37]=1[C:28]([NH:1][C:2]1[CH:7]=[C:6]([N:8]3[CH2:13][CH2:12][O:11][CH2:10][CH2:9]3)[N:5]=[CH:4][C:3]=1[C:14]1[CH2:19][CH2:18][N:17]([C:20]([O:22][C:23]([CH3:26])([CH3:25])[CH3:24])=[O:21])[CH2:16][CH:15]=1)=[C:29]([CH3:46])[C:30]([C:40]1[CH:45]=[CH:44][CH:43]=[CH:42][N:41]=1)=[N:31]2, predict the reactants needed to synthesize it. The reactants are: [NH2:1][C:2]1[CH:7]=[C:6]([N:8]2[CH2:13][CH2:12][O:11][CH2:10][CH2:9]2)[N:5]=[CH:4][C:3]=1[C:14]1[CH2:19][CH2:18][N:17]([C:20]([O:22][C:23]([CH3:26])([CH3:25])[CH3:24])=[O:21])[CH2:16][CH:15]=1.Cl[C:28]1[C:37]2[C:32](=[CH:33][C:34]([F:39])=[CH:35][C:36]=2[F:38])[N:31]=[C:30]([C:40]2[CH:45]=[CH:44][CH:43]=[CH:42][N:41]=2)[C:29]=1[CH3:46].C1(P(C2CCCCC2)C2C=CC=CC=2C2C(C(C)C)=CC(C(C)C)=CC=2C(C)C)CCCCC1.CC(C)([O-])C.[Na+].